Dataset: Catalyst prediction with 721,799 reactions and 888 catalyst types from USPTO. Task: Predict which catalyst facilitates the given reaction. (1) Reactant: Cl.[NH2:2][CH:3]([CH2:9][CH:10]([F:12])[F:11])[C:4]([O:6][CH2:7][CH3:8])=[O:5].C(NC(C)C)(C)C.[CH:20](=O)[C:21]1[CH:26]=[CH:25][CH:24]=[CH:23][CH:22]=1.C(O[BH-](OC(=O)C)OC(=O)C)(=O)C.[Na+].C(=O)([O-])O.[Na+]. Product: [CH2:20]([NH:2][CH:3]([CH2:9][CH:10]([F:11])[F:12])[C:4]([O:6][CH2:7][CH3:8])=[O:5])[C:21]1[CH:26]=[CH:25][CH:24]=[CH:23][CH:22]=1. The catalyst class is: 4. (2) Reactant: [CH3:1][CH:2]1[N:7](C(OC(C)(C)C)=O)[CH2:6][C:5]2[C:15]([C:18]3[CH:22]=[CH:21][S:20][CH:19]=3)=[N:16][NH:17][C:4]=2[CH2:3]1.Cl.O1CCOCC1.C(OCC)(=O)C. Product: [CH3:1][CH:2]1[NH:7][CH2:6][C:5]2[C:15]([C:18]3[CH:22]=[CH:21][S:20][CH:19]=3)=[N:16][NH:17][C:4]=2[CH2:3]1. The catalyst class is: 12. (3) Reactant: FC(F)(F)C(O)=O.[NH:8]1[CH2:13][CH2:12][CH:11]([C:14]2[CH:19]=[CH:18][C:17]([NH:20][C:21]([C:23]3[C:24]([C:29]4[CH:34]=[CH:33][C:32]([C:35]([F:38])([F:37])[F:36])=[CH:31][CH:30]=4)=[CH:25][CH:26]=[CH:27][CH:28]=3)=[O:22])=[CH:16][CH:15]=2)[CH2:10][CH2:9]1.C([O-])([O-])=O.[K+].[K+].[C:45]([C:47]1[CH:48]=[C:49]([CH:52]=[CH:53][CH:54]=1)[CH2:50]Br)#[N:46]. Product: [C:45]([C:47]1[CH:48]=[C:49]([CH:52]=[CH:53][CH:54]=1)[CH2:50][N:8]1[CH2:13][CH2:12][CH:11]([C:14]2[CH:19]=[CH:18][C:17]([NH:20][C:21]([C:23]3[C:24]([C:29]4[CH:30]=[CH:31][C:32]([C:35]([F:36])([F:37])[F:38])=[CH:33][CH:34]=4)=[CH:25][CH:26]=[CH:27][CH:28]=3)=[O:22])=[CH:16][CH:15]=2)[CH2:10][CH2:9]1)#[N:46]. The catalyst class is: 21. (4) Reactant: [Cl:1][C:2]1[CH:7]=[C:6]([O:8][C:9]2[C:18]3[C:13](=[CH:14][CH:15]=[CH:16][CH:17]=3)[C:12]([NH2:19])=[CH:11][CH:10]=2)[CH:5]=[CH:4][N:3]=1.[C:20](O[C:20]([O:22][C:23]([CH3:26])([CH3:25])[CH3:24])=[O:21])([O:22][C:23]([CH3:26])([CH3:25])[CH3:24])=[O:21]. Product: [C:23]([O:22][C:20](=[O:21])[NH:19][C:12]1[C:13]2[C:18](=[CH:17][CH:16]=[CH:15][CH:14]=2)[C:9]([O:8][C:6]2[CH:5]=[CH:4][N:3]=[C:2]([Cl:1])[CH:7]=2)=[CH:10][CH:11]=1)([CH3:26])([CH3:25])[CH3:24]. The catalyst class is: 664. (5) Reactant: [CH3:1][O:2][C:3]1[CH:21]=[CH:20][C:6]([CH2:7][O:8][C:9]2[CH:19]=[CH:18][C:12]([C:13](OCC)=[O:14])=[CH:11][CH:10]=2)=[CH:5][CH:4]=1.O.[NH2:23][NH2:24]. Product: [CH3:1][O:2][C:3]1[CH:21]=[CH:20][C:6]([CH2:7][O:8][C:9]2[CH:19]=[CH:18][C:12]([C:13]([NH:23][NH2:24])=[O:14])=[CH:11][CH:10]=2)=[CH:5][CH:4]=1. The catalyst class is: 8. (6) Product: [C:2]([O:5][C@@H:6]([C:30]1[S:31][CH:32]=[C:33]([C:35]([NH:37][C@@H:38]([CH2:45][C:46]2[CH:47]=[CH:48][CH:49]=[CH:50][CH:51]=2)[CH2:39][C@H:40]([CH3:44])[C:41]([OH:43])=[O:42])=[O:36])[N:34]=1)[CH2:7][C@@H:8]([N:12]([CH3:29])[C:13](=[O:28])[C@@H:14]([NH:19][C:20]([C@H:22]1[CH2:27][CH2:26][CH2:25][CH2:24][N:23]1[C:2]([O:5][CH2:6][C:64]1[CH:69]=[CH:68][C:67]([NH:70][C:71](=[O:96])[C@@H:72]([NH:74][C:75](=[O:95])[C@@H:76]([NH:80][C:81](=[O:94])[CH2:82][CH2:83][CH2:84][CH2:85][CH2:86][N:87]2[C:91](=[O:92])[CH:90]=[CH:89][C:88]2=[O:93])[CH:77]([CH3:78])[CH3:79])[CH3:73])=[CH:66][CH:65]=1)=[O:4])=[O:21])[C@@H:15]([CH3:18])[CH2:16][CH3:17])[CH:9]([CH3:10])[CH3:11])(=[O:4])[CH3:3]. The catalyst class is: 9. Reactant: Cl.[C:2]([O:5][C@@H:6]([C:30]1[S:31][CH:32]=[C:33]([C:35]([NH:37][C@@H:38]([CH2:45][C:46]2[CH:51]=[CH:50][CH:49]=[CH:48][CH:47]=2)[CH2:39][C@H:40]([CH3:44])[C:41]([OH:43])=[O:42])=[O:36])[N:34]=1)[CH2:7][C@@H:8]([N:12]([CH3:29])[C:13](=[O:28])[C@@H:14]([NH:19][C:20]([C@H:22]1[CH2:27][CH2:26][CH2:25][CH2:24][NH:23]1)=[O:21])[C@@H:15]([CH3:18])[CH2:16][CH3:17])[CH:9]([CH3:11])[CH3:10])(=[O:4])[CH3:3].C(=O)([O-])OC1C=CC([N+]([O-])=O)=CC=1C[C:64]1[CH:69]=[CH:68][C:67]([NH:70][C:71](=[O:96])[C@@H:72]([NH:74][C:75](=[O:95])[C@@H:76]([NH:80][C:81](=[O:94])[CH2:82][CH2:83][CH2:84][CH2:85][CH2:86][N:87]2[C:91](=[O:92])[CH:90]=[CH:89][C:88]2=[O:93])[CH:77]([CH3:79])[CH3:78])[CH3:73])=[CH:66][CH:65]=1.C(N(C(C)C)CC)(C)C.N1C2C(=NC=CC=2)N(O)N=1. (7) Reactant: [CH2:1]([N:8]([CH2:19][CH3:20])[C:9](=O)[C:10]1[CH:15]=[CH:14][C:13]([CH2:16][Cl:17])=[CH:12][CH:11]=1)[C:2]1[CH:7]=[CH:6][CH:5]=[CH:4][CH:3]=1.[H-].[H-].[H-].[H-].[Li+].[Al+3]. Product: [CH2:1]([N:8]([CH2:9][C:10]1[CH:15]=[CH:14][C:13]([CH2:16][Cl:17])=[CH:12][CH:11]=1)[CH2:19][CH3:20])[C:2]1[CH:3]=[CH:4][CH:5]=[CH:6][CH:7]=1. The catalyst class is: 1. (8) Reactant: [C:1]([O:5][C:6]([NH:8][C@H:9]1[CH2:14][C@@H:13]([C:15]([F:18])([F:17])[F:16])[CH2:12][N:11]([C:19]2[CH:24]=[CH:23][N:22]=[CH:21][C:20]=2[NH:25][C:26]([C:28]2[C:37]([NH:38]C(=O)OCC3C=CC=CC=3)=[CH:36][C:35]3[C:30](=[CH:31][C:32]([C:49]4[CH2:50][CH2:51][N:52]([CH3:55])[CH2:53][CH:54]=4)=[CH:33][CH:34]=3)[N:29]=2)=[O:27])[CH2:10]1)=[O:7])([CH3:4])([CH3:3])[CH3:2].[H][H]. Product: [NH2:38][C:37]1[C:28]([C:26]([NH:25][C:20]2[CH:21]=[N:22][CH:23]=[CH:24][C:19]=2[N:11]2[CH2:12][C@H:13]([C:15]([F:18])([F:16])[F:17])[CH2:14][C@H:9]([NH:8][C:6](=[O:7])[O:5][C:1]([CH3:3])([CH3:2])[CH3:4])[CH2:10]2)=[O:27])=[N:29][C:30]2[C:35]([CH:36]=1)=[CH:34][CH:33]=[C:32]([CH:49]1[CH2:50][CH2:51][N:52]([CH3:55])[CH2:53][CH2:54]1)[CH:31]=2. The catalyst class is: 19.